Dataset: CYP2D6 inhibition data for predicting drug metabolism from PubChem BioAssay. Task: Regression/Classification. Given a drug SMILES string, predict its absorption, distribution, metabolism, or excretion properties. Task type varies by dataset: regression for continuous measurements (e.g., permeability, clearance, half-life) or binary classification for categorical outcomes (e.g., BBB penetration, CYP inhibition). Dataset: cyp2d6_veith. (1) The molecule is COc1ccc(C(=O)NC(NC(=S)Nc2ccc(S(N)(=O)=O)cc2)C(Cl)(Cl)Cl)cc1. The result is 1 (inhibitor). (2) The result is 1 (inhibitor). The molecule is COc1cc(CNCCc2c[nH]c3ccccc23)ccc1OCc1ccccc1F.Cl. (3) The molecule is Cc1cc2nc(CCN(C(=S)NCC(C)C)C3CCCC3)[nH]c2cc1C. The result is 1 (inhibitor). (4) The drug is CCOC(=O)CSc1ncc(OC)c(Sc2ccc(Cl)cc2)n1. The result is 0 (non-inhibitor). (5) The drug is CN1CCN(c2ncc3nc(-c4ccccc4)c(=O)n(Cc4ccc(F)cc4)c3n2)CC1. The result is 0 (non-inhibitor).